This data is from Full USPTO retrosynthesis dataset with 1.9M reactions from patents (1976-2016). The task is: Predict the reactants needed to synthesize the given product. Given the product [CH3:14][O:15][C:51]1[CH:50]=[C:49]([NH2:48])[CH:54]=[CH:53][C:52]=1[O:29][CH2:47][CH2:45][N:42]1[CH2:39][CH2:41][CH2:44][CH2:43]1, predict the reactants needed to synthesize it. The reactants are: CC1C=CC=CC=1C1C=CC([C:14](O)=[O:15])=CC=1.Cl.CN(C)CCCN=C=NCC.[OH:29]N1C2N=CC=CC=2N=N1.[CH:39]([N:42]([CH:45]([CH3:47])C)[CH2:43][CH3:44])([CH3:41])C.[NH2:48][C:49]1[CH:54]=[CH:53][CH:52]=[CH:51][CH:50]=1.